From a dataset of Catalyst prediction with 721,799 reactions and 888 catalyst types from USPTO. Predict which catalyst facilitates the given reaction. (1) Reactant: [O:1]1[CH2:6][CH2:5][C:4](=[O:7])[CH2:3][CH2:2]1.Cl[CH2:9][C:10]#[N:11].CC(C)([O-])C.[K+]. Product: [O:7]1[C:4]2([CH2:5][CH2:6][O:1][CH2:2][CH2:3]2)[CH:9]1[C:10]#[N:11]. The catalyst class is: 107. (2) Reactant: [CH3:1][O:2][C:3]1[CH:4]=[C:5]2[C:10](=[CH:11][CH:12]=1)[CH:9]=[C:8]([C@H:13]([CH3:17])[C:14](Cl)=[O:15])[CH:7]=[CH:6]2.[N+:18]([O:21][CH2:22][CH2:23][CH2:24][CH2:25][OH:26])([O-:20])=[O:19].O.[OH-].[K+]. Product: [N+:18]([O:21][CH2:22][CH2:23][CH2:24][CH2:25][O:26][C:14](=[O:15])[C@H:13]([C:8]1[CH:7]=[CH:6][C:5]2[C:10](=[CH:11][CH:12]=[C:3]([O:2][CH3:1])[CH:4]=2)[CH:9]=1)[CH3:17])([O-:20])=[O:19]. The catalyst class is: 4. (3) Reactant: [NH2:1][C@:2]([CH2:26][CH3:27])([CH2:5][CH2:6][C:7]1[CH:12]=[CH:11][C:10]([O:13][CH2:14][CH2:15][CH2:16][CH2:17][C:18]2[CH:23]=[CH:22][CH:21]=[CH:20][CH:19]=2)=[C:9]([O:24][CH3:25])[CH:8]=1)[CH2:3][OH:4].C(N(CC)CC)C.[C:35](O[C:35]([O:37][C:38]([CH3:41])([CH3:40])[CH3:39])=[O:36])([O:37][C:38]([CH3:41])([CH3:40])[CH3:39])=[O:36].C1COCC1. Product: [C:35]([NH:1][C@:2]([CH2:26][CH3:27])([CH2:5][CH2:6][C:7]1[CH:12]=[CH:11][C:10]([O:13][CH2:14][CH2:15][CH2:16][CH2:17][C:18]2[CH:19]=[CH:20][CH:21]=[CH:22][CH:23]=2)=[C:9]([O:24][CH3:25])[CH:8]=1)[CH2:3][OH:4])([O:37][C:38]([CH3:41])([CH3:40])[CH3:39])=[O:36]. The catalyst class is: 4. (4) Reactant: [Si:1]([O:8][CH2:9][CH2:10][S:11][C:12]1[CH:13]=[C:14]2[C:18](=[CH:19][CH:20]=1)[NH:17][CH2:16][CH2:15]2)([C:4]([CH3:7])([CH3:6])[CH3:5])([CH3:3])[CH3:2].Cl[C:22]1[N:27]=[CH:26][N:25]=[C:24]([O:28][CH:29]2[CH2:34][CH2:33][N:32]([C:35]([O:37][CH:38]([CH3:40])[CH3:39])=[O:36])[CH2:31][CH2:30]2)[CH:23]=1.C[Si]([N-][Si](C)(C)C)(C)C.[Na+].O1CCCC1. Product: [Si:1]([O:8][CH2:9][CH2:10][S:11][C:12]1[CH:13]=[C:14]2[C:18](=[CH:19][CH:20]=1)[N:17]([C:22]1[N:27]=[CH:26][N:25]=[C:24]([O:28][CH:29]3[CH2:34][CH2:33][N:32]([C:35]([O:37][CH:38]([CH3:40])[CH3:39])=[O:36])[CH2:31][CH2:30]3)[CH:23]=1)[CH2:16][CH2:15]2)([C:4]([CH3:7])([CH3:6])[CH3:5])([CH3:3])[CH3:2]. The catalyst class is: 12.